This data is from Forward reaction prediction with 1.9M reactions from USPTO patents (1976-2016). The task is: Predict the product of the given reaction. Given the reactants Cl[C:2]1[N:6]([CH3:7])[C:5]2[CH:8]=[CH:9][CH:10]=[CH:11][C:4]=2[N:3]=1.[F:12][C:13]1[CH:20]=[CH:19][C:16]([CH2:17][NH2:18])=[CH:15][C:14]=1[C:21]([F:24])([F:23])[F:22], predict the reaction product. The product is: [F:12][C:13]1[CH:20]=[CH:19][C:16]([CH2:17][NH:18][C:2]2[N:6]([CH3:7])[C:5]3[CH:8]=[CH:9][CH:10]=[CH:11][C:4]=3[N:3]=2)=[CH:15][C:14]=1[C:21]([F:22])([F:23])[F:24].